From a dataset of Full USPTO retrosynthesis dataset with 1.9M reactions from patents (1976-2016). Predict the reactants needed to synthesize the given product. Given the product [CH:1]1([C:4]2[NH:5][C:6]3[C:11]([N:12]=2)=[C:10]([NH:13][C:14]2[C:19](=[O:20])[N:18]4[C:21]([CH3:29])([C:25]([F:26])([F:28])[F:27])[NH:22][C:23](=[O:24])[C:17]4=[CH:16][CH:15]=2)[N:9]=[CH:8][N:7]=3)[CH2:2][CH2:3]1, predict the reactants needed to synthesize it. The reactants are: [CH:1]1([C:4]2[N:5](COCC[Si](C)(C)C)[C:6]3[C:11]([N:12]=2)=[C:10]([NH:13][C:14]2[C:19](=[O:20])[N:18]4[C:21]([CH3:29])([C:25]([F:28])([F:27])[F:26])[NH:22][C:23](=[O:24])[C:17]4=[CH:16][CH:15]=2)[N:9]=[CH:8][N:7]=3)[CH2:3][CH2:2]1.O.[F-].C([N+](CCCC)(CCCC)CCCC)CCC.